This data is from Acute oral toxicity (LD50) regression data from Zhu et al.. The task is: Regression/Classification. Given a drug SMILES string, predict its toxicity properties. Task type varies by dataset: regression for continuous values (e.g., LD50, hERG inhibition percentage) or binary classification for toxic/non-toxic outcomes (e.g., AMES mutagenicity, cardiotoxicity, hepatotoxicity). Dataset: ld50_zhu. (1) The molecule is O=C(CI)NC(=O)CI. The rat oral LD50 is 2.73, given as -log10 of the dose in mol/kg body weight (higher means more acutely toxic). (2) The molecule is Clc1cccc([Si]23OCCN(CCO2)CCO3)c1. The rat oral LD50 is 4.25, given as -log10 of the dose in mol/kg body weight (higher means more acutely toxic).